From a dataset of Catalyst prediction with 721,799 reactions and 888 catalyst types from USPTO. Predict which catalyst facilitates the given reaction. (1) Reactant: [C:1]1([S:7]([N:10]2[C:14]3[N:15]=[CH:16][N:17]=[C:18]([C:19]4[C:20]([CH3:38])=[C:21]([NH:25][C:26](=[O:37])[C:27]5[CH:32]=[CH:31][C:30]([C:33]([CH3:36])([CH3:35])[CH3:34])=[CH:29][CH:28]=5)[CH:22]=[CH:23][CH:24]=4)[C:13]=3[CH:12]=[CH:11]2)(=[O:9])=[O:8])[CH:6]=[CH:5][CH:4]=[CH:3][CH:2]=1.[Li+].CC([N-]C(C)C)C.[Br:47]C(Cl)(Cl)C(Cl)(Cl)Br. Product: [C:1]1([S:7]([N:10]2[C:14]3[N:15]=[CH:16][N:17]=[C:18]([C:19]4[C:20]([CH3:38])=[C:21]([NH:25][C:26](=[O:37])[C:27]5[CH:28]=[CH:29][C:30]([C:33]([CH3:34])([CH3:35])[CH3:36])=[CH:31][CH:32]=5)[CH:22]=[CH:23][CH:24]=4)[C:13]=3[CH:12]=[C:11]2[Br:47])(=[O:9])=[O:8])[CH:6]=[CH:5][CH:4]=[CH:3][CH:2]=1. The catalyst class is: 1. (2) Reactant: [OH:1][C:2]1[CH:7]=[CH:6][C:5]([C@H:8]2[CH2:15][CH2:14][C@@H:13]3[C@H:16]([NH:17]C(=O)OC(C)(C)C)[C@H:9]2[CH2:10][CH2:11][CH2:12]3)=[CH:4][CH:3]=1.[H-].[Na+].[S:27]1[C:31]2[CH:32]=[CH:33][CH:34]=[CH:35][C:30]=2[N:29]=[C:28]1[NH:36][C:37]([C:39]1[CH:40]=[CH:41][CH:42]=[C:43]2[C:48]=1[CH2:47][N:46]([C:49]1[S:50][C:51]([CH2:59][CH2:60][CH2:61]I)=[C:52]([C:54]([O:56]CC)=[O:55])[N:53]=1)[CH2:45][CH2:44]2)=[O:38].Cl.[OH-].[Na+]. Product: [NH2:17][C@H:16]1[C@@H:13]2[CH2:12][CH2:11][CH2:10][C@H:9]1[C@@H:8]([C:5]1[CH:4]=[CH:3][C:2]([O:1][CH2:61][CH2:60][CH2:59][C:51]3[S:50][C:49]([N:46]4[CH2:45][CH2:44][C:43]5[C:48](=[C:39]([C:37](=[O:38])[NH:36][C:28]6[S:27][C:31]7[CH:32]=[CH:33][CH:34]=[CH:35][C:30]=7[N:29]=6)[CH:40]=[CH:41][CH:42]=5)[CH2:47]4)=[N:53][C:52]=3[C:54]([OH:56])=[O:55])=[CH:7][CH:6]=1)[CH2:15][CH2:14]2. The catalyst class is: 3. (3) Reactant: [N:1]1[CH:6]=[CH:5][C:4]([C:7]2[N:8]=[CH:9][C:10]([O:13][C@H:14]([CH:16]3[CH2:21][CH2:20][N:19]([C:22]([O:24][C:25](C)([CH3:27])[CH3:26])=[O:23])[CH2:18][CH2:17]3)[CH3:15])=[N:11][CH:12]=2)=[CH:3][N:2]=1.C(O)(C(F)(F)F)=O.C(N(C(C)C)CC)(C)C.ClC(OC(C)C)=O. Product: [N:1]1[CH:6]=[CH:5][C:4]([C:7]2[N:8]=[CH:9][C:10]([O:13][C@H:14]([CH:16]3[CH2:21][CH2:20][N:19]([C:22]([O:24][CH:25]([CH3:27])[CH3:26])=[O:23])[CH2:18][CH2:17]3)[CH3:15])=[N:11][CH:12]=2)=[CH:3][N:2]=1. The catalyst class is: 390. (4) Reactant: [Cl:1][C:2]1[CH:7]=[CH:6][CH:5]=[C:4]([Cl:8])[C:3]=1[C:9]1[C:14]2[O:15][C@@H:16]([CH2:19]OS(C3C=CC(C)=CC=3)(=O)=O)[CH2:17][O:18][C:13]=2[CH:12]=[C:11]([F:31])[CH:10]=1.[N-:32]=[N+:33]=[N-:34].[Na+]. Product: [N:32]([CH2:19][C@@H:16]1[O:15][C:14]2[C:9]([C:3]3[C:2]([Cl:1])=[CH:7][CH:6]=[CH:5][C:4]=3[Cl:8])=[CH:10][C:11]([F:31])=[CH:12][C:13]=2[O:18][CH2:17]1)=[N+:33]=[N-:34]. The catalyst class is: 18. (5) Reactant: [OH:1][C:2]1[C:3]([N+:9]([O-:11])=[O:10])=[N:4][C:5]([CH3:8])=[CH:6][CH:7]=1.C(N(CC)CC)C.[F:19][C:20]([F:33])([F:32])[S:21](O[S:21]([C:20]([F:33])([F:32])[F:19])(=[O:23])=[O:22])(=[O:23])=[O:22]. Product: [F:19][C:20]([F:33])([F:32])[S:21]([O:1][C:2]1[C:3]([N+:9]([O-:11])=[O:10])=[N:4][C:5]([CH3:8])=[CH:6][CH:7]=1)(=[O:23])=[O:22]. The catalyst class is: 2. (6) Reactant: [C:1]([O:5][C:6]([NH:8][C@@H:9]([CH2:25][CH2:26][CH2:27][NH:28][C:29](N1C=CN=C1)=[O:30])[C:10]([NH:12][C:13]1[CH:18]=[CH:17][CH:16]=[CH:15][C:14]=1[CH2:19][CH2:20][C:21]([O:23][CH3:24])=[O:22])=[O:11])=[O:7])([CH3:4])([CH3:3])[CH3:2].[N:36]1[CH:41]=[CH:40][CH:39]=[CH:38][C:37]=1[CH2:42][OH:43]. Product: [C:1]([O:5][C:6]([NH:8][C@@H:9]([CH2:25][CH2:26][CH2:27][NH:28][C:29]([O:43][CH2:42][C:37]1[CH:38]=[CH:39][CH:40]=[CH:41][N:36]=1)=[O:30])[C:10]([NH:12][C:13]1[CH:18]=[CH:17][CH:16]=[CH:15][C:14]=1[CH2:19][CH2:20][C:21]([O:23][CH3:24])=[O:22])=[O:11])=[O:7])([CH3:2])([CH3:4])[CH3:3]. The catalyst class is: 10. (7) Reactant: [OH:1][C:2]1[C:3]2[N:4]([C:8]([C:12]([NH:14][C@H:15]([CH2:18][CH2:19][CH2:20][CH3:21])[CH2:16][OH:17])=[O:13])=[C:9]([CH3:11])[N:10]=2)[CH:5]=[CH:6][CH:7]=1.[F:22][C:23]1[CH:30]=[C:29]([F:31])[CH:28]=[C:27]([F:32])[C:24]=1[CH2:25]Br.C(=O)([O-])[O-].[Cs+].[Cs+].O. Product: [OH:17][CH2:16][C@H:15]([NH:14][C:12]([C:8]1[N:4]2[CH:5]=[CH:6][CH:7]=[C:2]([O:1][CH2:25][C:24]3[C:23]([F:22])=[CH:30][C:29]([F:31])=[CH:28][C:27]=3[F:32])[C:3]2=[N:10][C:9]=1[CH3:11])=[O:13])[CH2:18][CH2:19][CH2:20][CH3:21]. The catalyst class is: 42. (8) Reactant: [F:1][C:2]1[CH:7]=[CH:6][C:5]([F:8])=[CH:4][C:3]=1[CH:9]([S:23]([C:26]1[CH:31]=[CH:30][C:29]([F:32])=[CH:28][CH:27]=1)(=[O:25])=[O:24])[C:10]1[C:11]([CH3:22])=[CH:12][C:13]([C:16]([NH:18][CH2:19][CH2:20]O)=[O:17])=[N:14][CH:15]=1.C(Cl)[Cl:34]. Product: [Cl:34][CH2:20][CH2:19][NH:18][C:16]([C:13]1[CH:12]=[C:11]([CH3:22])[C:10]([CH:9]([C:3]2[CH:4]=[C:5]([F:8])[CH:6]=[CH:7][C:2]=2[F:1])[S:23]([C:26]2[CH:31]=[CH:30][C:29]([F:32])=[CH:28][CH:27]=2)(=[O:25])=[O:24])=[CH:15][N:14]=1)=[O:17]. The catalyst class is: 309. (9) Reactant: [CH3:1][O:2][C:3](=[O:12])[CH2:4][C:5]1[CH:10]=[CH:9][CH:8]=[C:7]([OH:11])[CH:6]=1.[Br:13][CH2:14][CH2:15][CH2:16]O.C1C=CC(P(C2C=CC=CC=2)C2C=CC=CC=2)=CC=1.N(C(OC(C)C)=O)=NC(OC(C)C)=O. Product: [CH3:1][O:2][C:3](=[O:12])[CH2:4][C:5]1[CH:10]=[CH:9][CH:8]=[C:7]([O:11][CH2:16][CH2:15][CH2:14][Br:13])[CH:6]=1. The catalyst class is: 2.